From a dataset of NCI-60 drug combinations with 297,098 pairs across 59 cell lines. Regression. Given two drug SMILES strings and cell line genomic features, predict the synergy score measuring deviation from expected non-interaction effect. (1) Drug 1: CC1C(C(CC(O1)OC2CC(CC3=C2C(=C4C(=C3O)C(=O)C5=C(C4=O)C(=CC=C5)OC)O)(C(=O)C)O)N)O.Cl. Drug 2: CN1C2=C(C=C(C=C2)N(CCCl)CCCl)N=C1CCCC(=O)O.Cl. Cell line: RPMI-8226. Synergy scores: CSS=49.7, Synergy_ZIP=21.0, Synergy_Bliss=23.6, Synergy_Loewe=-21.5, Synergy_HSA=20.2. (2) Drug 1: COCCOC1=C(C=C2C(=C1)C(=NC=N2)NC3=CC=CC(=C3)C#C)OCCOC.Cl. Drug 2: CC1C(C(CC(O1)OC2CC(CC3=C2C(=C4C(=C3O)C(=O)C5=C(C4=O)C(=CC=C5)OC)O)(C(=O)CO)O)N)O.Cl. Cell line: SR. Synergy scores: CSS=54.2, Synergy_ZIP=-0.220, Synergy_Bliss=1.87, Synergy_Loewe=-3.31, Synergy_HSA=5.00. (3) Drug 1: CC1=CC2C(CCC3(C2CCC3(C(=O)C)OC(=O)C)C)C4(C1=CC(=O)CC4)C. Drug 2: C#CCC(CC1=CN=C2C(=N1)C(=NC(=N2)N)N)C3=CC=C(C=C3)C(=O)NC(CCC(=O)O)C(=O)O. Cell line: MALME-3M. Synergy scores: CSS=-4.99, Synergy_ZIP=1.34, Synergy_Bliss=-3.73, Synergy_Loewe=-12.5, Synergy_HSA=-8.04. (4) Drug 1: C1CN1C2=NC(=NC(=N2)N3CC3)N4CC4. Drug 2: C(CCl)NC(=O)N(CCCl)N=O. Cell line: UACC62. Synergy scores: CSS=37.0, Synergy_ZIP=-7.12, Synergy_Bliss=-5.78, Synergy_Loewe=-16.6, Synergy_HSA=-0.873. (5) Drug 2: C1=CC=C(C=C1)NC(=O)CCCCCCC(=O)NO. Synergy scores: CSS=4.24, Synergy_ZIP=-5.57, Synergy_Bliss=-11.7, Synergy_Loewe=-42.5, Synergy_HSA=-18.6. Cell line: SK-MEL-28. Drug 1: CC1=C(C=C(C=C1)NC(=O)C2=CC=C(C=C2)CN3CCN(CC3)C)NC4=NC=CC(=N4)C5=CN=CC=C5. (6) Drug 1: CC12CCC3C(C1CCC2O)C(CC4=C3C=CC(=C4)O)CCCCCCCCCS(=O)CCCC(C(F)(F)F)(F)F. Drug 2: C1CN(CCN1C(=O)CCBr)C(=O)CCBr. Cell line: PC-3. Synergy scores: CSS=9.19, Synergy_ZIP=-0.815, Synergy_Bliss=5.71, Synergy_Loewe=2.32, Synergy_HSA=3.75. (7) Drug 1: C#CCC(CC1=CN=C2C(=N1)C(=NC(=N2)N)N)C3=CC=C(C=C3)C(=O)NC(CCC(=O)O)C(=O)O. Drug 2: C1=NC2=C(N1)C(=S)N=CN2. Cell line: A549. Synergy scores: CSS=33.6, Synergy_ZIP=-4.59, Synergy_Bliss=1.65, Synergy_Loewe=0.537, Synergy_HSA=0.790. (8) Drug 1: C1=CC(=CC=C1CCC2=CNC3=C2C(=O)NC(=N3)N)C(=O)NC(CCC(=O)O)C(=O)O. Drug 2: CC1OCC2C(O1)C(C(C(O2)OC3C4COC(=O)C4C(C5=CC6=C(C=C35)OCO6)C7=CC(=C(C(=C7)OC)O)OC)O)O. Cell line: MDA-MB-231. Synergy scores: CSS=23.8, Synergy_ZIP=-10.7, Synergy_Bliss=-0.0701, Synergy_Loewe=3.46, Synergy_HSA=4.91. (9) Drug 1: CC1C(C(CC(O1)OC2CC(CC3=C2C(=C4C(=C3O)C(=O)C5=C(C4=O)C(=CC=C5)OC)O)(C(=O)C)O)N)O.Cl. Drug 2: C1C(C(OC1N2C=NC3=C2NC=NCC3O)CO)O. Cell line: DU-145. Synergy scores: CSS=3.29, Synergy_ZIP=-5.91, Synergy_Bliss=-6.63, Synergy_Loewe=-6.50, Synergy_HSA=-6.41.